Dataset: Peptide-MHC class II binding affinity with 134,281 pairs from IEDB. Task: Regression. Given a peptide amino acid sequence and an MHC pseudo amino acid sequence, predict their binding affinity value. This is MHC class II binding data. (1) The binding affinity (normalized) is 0.766. The peptide sequence is EKKYFPATQFEPLAA. The MHC is HLA-DPA10201-DPB10101 with pseudo-sequence HLA-DPA10201-DPB10101. (2) The peptide sequence is VCGMFTNRSGSQQWR. The MHC is DRB1_1302 with pseudo-sequence DRB1_1302. The binding affinity (normalized) is 0.170. (3) The peptide sequence is TPFPHRKGVLFNIQYVNYWF. The MHC is HLA-DQA10501-DQB10301 with pseudo-sequence HLA-DQA10501-DQB10301. The binding affinity (normalized) is 0.314. (4) The peptide sequence is DLGKKRFLLIRNSTW. The MHC is DRB1_0802 with pseudo-sequence DRB1_0802. The binding affinity (normalized) is 0.378.